Dataset: Retrosynthesis with 50K atom-mapped reactions and 10 reaction types from USPTO. Task: Predict the reactants needed to synthesize the given product. (1) Given the product CCn1ncc2c(Cl)c(C(=O)NC)cnc21, predict the reactants needed to synthesize it. The reactants are: CCn1ncc2c(Cl)c(C(=O)O)cnc21.CN. (2) Given the product CC(O)c1ccncc1-c1nc2ccc(Cl)cc2n1C, predict the reactants needed to synthesize it. The reactants are: C[Mg+].Cn1c(-c2cnccc2C=O)nc2ccc(Cl)cc21.